This data is from NCI-60 drug combinations with 297,098 pairs across 59 cell lines. The task is: Regression. Given two drug SMILES strings and cell line genomic features, predict the synergy score measuring deviation from expected non-interaction effect. Drug 1: C1=NC(=NC(=O)N1C2C(C(C(O2)CO)O)O)N. Drug 2: CCC1(CC2CC(C3=C(CCN(C2)C1)C4=CC=CC=C4N3)(C5=C(C=C6C(=C5)C78CCN9C7C(C=CC9)(C(C(C8N6C)(C(=O)OC)O)OC(=O)C)CC)OC)C(=O)OC)O.OS(=O)(=O)O. Cell line: SF-268. Synergy scores: CSS=8.55, Synergy_ZIP=9.97, Synergy_Bliss=7.30, Synergy_Loewe=-7.00, Synergy_HSA=1.54.